This data is from Catalyst prediction with 721,799 reactions and 888 catalyst types from USPTO. The task is: Predict which catalyst facilitates the given reaction. The catalyst class is: 4. Product: [I:18][C:17]1[C:16]([C:19](=[O:48])[N:20]([CH3:47])[CH2:21][CH:22]([O:43][C:44](=[O:46])[CH3:45])[CH:23]([O:39][C:40](=[O:42])[CH3:41])[CH:24]([O:35][C:36](=[O:38])[CH3:37])[CH:25]([O:31][C:32](=[O:34])[CH3:33])[CH2:26][O:27][C:28](=[O:30])[CH3:29])=[C:15]([I:49])[C:14]([C:50](=[O:79])[N:51]([CH3:78])[CH2:52][CH:53]([O:74][C:75](=[O:77])[CH3:76])[CH:54]([O:70][C:71](=[O:73])[CH3:72])[CH:55]([O:66][C:67](=[O:69])[CH3:68])[CH:56]([O:62][C:63](=[O:65])[CH3:64])[CH2:57][O:58][C:59](=[O:61])[CH3:60])=[C:13]([I:80])[C:12]=1[NH:11][C:10]([CH2:9][O:8][CH2:7][C:6]([OH:82])=[O:5])=[O:81]. Reactant: C([O:5][C:6](=[O:82])[CH2:7][O:8][CH2:9][C:10](=[O:81])[NH:11][C:12]1[C:17]([I:18])=[C:16]([C:19](=[O:48])[N:20]([CH3:47])[CH2:21][CH:22]([O:43][C:44](=[O:46])[CH3:45])[CH:23]([O:39][C:40](=[O:42])[CH3:41])[CH:24]([O:35][C:36](=[O:38])[CH3:37])[CH:25]([O:31][C:32](=[O:34])[CH3:33])[CH2:26][O:27][C:28](=[O:30])[CH3:29])[C:15]([I:49])=[C:14]([C:50](=[O:79])[N:51]([CH3:78])[CH2:52][CH:53]([O:74][C:75](=[O:77])[CH3:76])[CH:54]([O:70][C:71](=[O:73])[CH3:72])[CH:55]([O:66][C:67](=[O:69])[CH3:68])[CH:56]([O:62][C:63](=[O:65])[CH3:64])[CH2:57][O:58][C:59](=[O:61])[CH3:60])[C:13]=1[I:80])(C)(C)C.FC(F)(F)C(O)=O.